Regression. Given two drug SMILES strings and cell line genomic features, predict the synergy score measuring deviation from expected non-interaction effect. From a dataset of NCI-60 drug combinations with 297,098 pairs across 59 cell lines. (1) Drug 1: CC(C)CN1C=NC2=C1C3=CC=CC=C3N=C2N. Drug 2: CC1CCCC2(C(O2)CC(NC(=O)CC(C(C(=O)C(C1O)C)(C)C)O)C(=CC3=CSC(=N3)C)C)C. Cell line: NCIH23. Synergy scores: CSS=54.9, Synergy_ZIP=6.09, Synergy_Bliss=3.34, Synergy_Loewe=-9.35, Synergy_HSA=3.59. (2) Drug 1: CC1OCC2C(O1)C(C(C(O2)OC3C4COC(=O)C4C(C5=CC6=C(C=C35)OCO6)C7=CC(=C(C(=C7)OC)O)OC)O)O. Drug 2: C1=CC(=CC=C1C#N)C(C2=CC=C(C=C2)C#N)N3C=NC=N3. Cell line: SNB-75. Synergy scores: CSS=5.86, Synergy_ZIP=-4.04, Synergy_Bliss=-0.591, Synergy_Loewe=0.462, Synergy_HSA=0.703.